This data is from Forward reaction prediction with 1.9M reactions from USPTO patents (1976-2016). The task is: Predict the product of the given reaction. (1) Given the reactants [OH:1][CH2:2][C:3]1[CH:4]=[C:5]([C:16](=[O:18])[CH3:17])[CH:6]=[C:7]([CH2:9][C:10]2[CH:15]=[CH:14][CH:13]=[CH:12][N:11]=2)[CH:8]=1.[Cl-].[Al+3].[Cl-].[Cl-].BrBr.[Cl:25][C:26]1[C:31](NC)=[CH:30][CH:29]=[CH:28][N:27]=1.[CH:34]([N:37](C(C)C)CC)(C)C.Cl[C:44]([O:46][CH2:47][C:48]1[CH:53]=[CH:52][CH:51]=[CH:50][CH:49]=1)=[O:45], predict the reaction product. The product is: [CH2:47]([O:46][C:44](=[O:45])[N:37]([CH2:34][C:31]1[C:26]([Cl:25])=[N:27][CH:28]=[CH:29][CH:30]=1)[CH2:17][C:16]([C:5]1[CH:6]=[C:7]([CH2:9][C:10]2[CH:15]=[CH:14][CH:13]=[CH:12][N:11]=2)[CH:8]=[C:3]([CH2:2][OH:1])[CH:4]=1)=[O:18])[C:48]1[CH:53]=[CH:52][CH:51]=[CH:50][CH:49]=1. (2) The product is: [CH2:38]([O:40][C:41](=[O:47])[C:42]([CH3:46])([CH3:45])[CH2:43][O:29][C:26]1[CH:25]=[CH:24][C:23]([C:22]([N:15]2[C:16]3[C:21](=[CH:20][CH:19]=[CH:18][CH:17]=3)[C@H:12]([N:8]([C:9](=[O:11])[CH3:10])[C:5]3[CH:4]=[CH:3][C:2]([Cl:1])=[CH:7][CH:6]=3)[CH2:13][C@@H:14]2[CH3:31])=[O:30])=[CH:28][CH:27]=1)[CH3:39]. Given the reactants [Cl:1][C:2]1[CH:7]=[CH:6][C:5]([N:8]([C@H:12]2[C:21]3[C:16](=[CH:17][CH:18]=[CH:19][CH:20]=3)[N:15]([C:22](=[O:30])[C:23]3[CH:28]=[CH:27][C:26]([OH:29])=[CH:25][CH:24]=3)[C@@H:14]([CH3:31])[CH2:13]2)[C:9](=[O:11])[CH3:10])=[CH:4][CH:3]=1.C([O-])([O-])=O.[K+].[K+].[CH2:38]([O:40][C:41](=[O:47])[C:42]([CH3:46])([CH3:45])[CH2:43]Cl)[CH3:39], predict the reaction product. (3) Given the reactants [CH2:1]1[C@@H:6]([C:7]#[N:8])[N:5]([C:9]([C@@H:11]([NH2:23])[C:12]23[CH2:21][C:19]4([OH:22])[CH2:20][CH:14]([CH2:15][CH:16]([CH2:18]4)[CH2:17]2)[CH2:13]3)=[O:10])[C@@H:4]2[C@H:2]1[CH2:3]2.Cl, predict the reaction product. The product is: [CH2:1]1[C@@H:6]([C:7]#[N:8])[N:5]([C:9]([C@@H:11]([NH2:23])[C:12]23[CH2:21][C:19]4([OH:22])[CH2:20][CH:14]([CH2:15][CH:16]([CH2:18]4)[CH2:17]2)[CH2:13]3)=[O:10])[C@@H:4]2[C@H:2]1[CH2:3]2.[OH2:10]. (4) Given the reactants [CH3:1][C:2]1[CH:10]=[CH:9][C:8]2[NH:7][C:6]3[CH:11]4[CH2:17][CH2:16][N:14]([CH2:15][C:5]=3[C:4]=2[CH:3]=1)[CH2:13][CH2:12]4.[Cl:18][C:19]1[CH:24]=[CH:23][C:22]([CH:25]=[CH2:26])=[CH:21][CH:20]=1, predict the reaction product. The product is: [Cl:18][C:19]1[CH:24]=[CH:23][C:22]([CH2:25][CH2:26][N:7]2[C:8]3[CH:9]=[CH:10][C:2]([CH3:1])=[CH:3][C:4]=3[C:5]3[CH2:15][N:14]4[CH2:13][CH2:12][CH:11]([C:6]2=3)[CH2:17][CH2:16]4)=[CH:21][CH:20]=1.